Dataset: Full USPTO retrosynthesis dataset with 1.9M reactions from patents (1976-2016). Task: Predict the reactants needed to synthesize the given product. (1) Given the product [F:20][C:21]1[CH:22]=[CH:23][C:24]([S:27]([N:30]([CH3:31])[CH2:32][C:33]([NH:19][CH2:18][C:5]2[CH:6]=[C:7]([C:8]3[CH:9]=[CH:10][C:11]([C:14]([F:16])([F:17])[F:15])=[CH:12][CH:13]=3)[C:2]([F:1])=[CH:3][CH:4]=2)=[O:34])(=[O:28])=[O:29])=[CH:25][CH:26]=1, predict the reactants needed to synthesize it. The reactants are: [F:1][C:2]1[C:7]([C:8]2[CH:13]=[CH:12][C:11]([C:14]([F:17])([F:16])[F:15])=[CH:10][CH:9]=2)=[CH:6][C:5]([CH2:18][NH2:19])=[CH:4][CH:3]=1.[F:20][C:21]1[CH:26]=[CH:25][C:24]([S:27]([N:30]([CH2:32][C:33](O)=[O:34])[CH3:31])(=[O:29])=[O:28])=[CH:23][CH:22]=1.CN(C(ON1N=NC2C=CC=NC1=2)=[N+](C)C)C.F[P-](F)(F)(F)(F)F.C(N(CC)C(C)C)(C)C.OS([O-])(=O)=O.[K+]. (2) Given the product [Cl:3][C:13]1[C:12]2[C:17](=[CH:18][C:19]([O:20][CH2:21][CH2:22][O:23][CH3:24])=[C:10]([O:9][CH2:8][CH2:7][O:6][CH3:5])[CH:11]=2)[N:16]=[CH:15][N:14]=1, predict the reactants needed to synthesize it. The reactants are: S(Cl)([Cl:3])=O.[CH3:5][O:6][CH2:7][CH2:8][O:9][C:10]1[CH:11]=[C:12]2[C:17](=[CH:18][C:19]=1[O:20][CH2:21][CH2:22][O:23][CH3:24])[N:16]=[CH:15][NH:14][C:13]2=O.CN(C)C=O.[OH-].[Na+]. (3) Given the product [CH2:12]([N:19]1[CH2:24][CH2:23][N:22]([C:6]2[N:7]=[CH:2][C:3]3[S:10][C:9]([I:11])=[CH:8][C:4]=3[N:5]=2)[CH2:21][CH2:20]1)[C:13]1[CH:14]=[CH:15][CH:16]=[CH:17][CH:18]=1, predict the reactants needed to synthesize it. The reactants are: Cl[C:2]1[C:3]2[S:10][C:9]([I:11])=[CH:8][C:4]=2[N:5]=[CH:6][N:7]=1.[CH2:12]([N:19]1[CH2:24][CH2:23][NH:22][CH2:21][CH2:20]1)[C:13]1[CH:18]=[CH:17][CH:16]=[CH:15][CH:14]=1. (4) Given the product [Br:1][C:2]1[C:7](=[O:8])[N:6]([C:9]2[CH:10]=[C:11]([CH:15]=[CH:16][C:17]=2[CH3:18])[C:12]([NH:39][CH3:38])=[O:13])[C:5]([CH3:19])=[N:4][C:3]=1[O:20][CH2:21][C:22]1[CH:27]=[CH:26][C:25]([F:28])=[CH:24][C:23]=1[F:29], predict the reactants needed to synthesize it. The reactants are: [Br:1][C:2]1[C:7](=[O:8])[N:6]([C:9]2[CH:10]=[C:11]([CH:15]=[CH:16][C:17]=2[CH3:18])[C:12](O)=[O:13])[C:5]([CH3:19])=[N:4][C:3]=1[O:20][CH2:21][C:22]1[CH:27]=[CH:26][C:25]([F:28])=[CH:24][C:23]=1[F:29].C(OC(Cl)=O)C(C)C.[CH3:38][N:39]1CCOCC1. (5) Given the product [ClH:1].[CH3:22][O:23][C:24](=[O:25])[NH:26][C:27]1[CH:28]=[CH:29][C:30]([C:2]2[C:3]([N:8]3[CH2:13][CH2:12][N:11]([CH2:14][C:15]4[CH:16]=[N:17][N:18]([CH3:21])[C:19]=4[CH3:20])[CH2:10][CH2:9]3)=[N:4][CH:5]=[CH:6][N:7]=2)=[CH:31][CH:32]=1, predict the reactants needed to synthesize it. The reactants are: [Cl:1][C:2]1[C:3]([N:8]2[CH2:13][CH2:12][N:11]([CH2:14][C:15]3[CH:16]=[N:17][N:18]([CH3:21])[C:19]=3[CH3:20])[CH2:10][CH2:9]2)=[N:4][CH:5]=[CH:6][N:7]=1.[CH3:22][O:23][C:24]([NH:26][C:27]1[CH:32]=[CH:31][C:30](B(O)O)=[CH:29][CH:28]=1)=[O:25].C(=O)([O-])[O-].[K+].[K+].O.